This data is from Catalyst prediction with 721,799 reactions and 888 catalyst types from USPTO. The task is: Predict which catalyst facilitates the given reaction. Reactant: [CH3:1][O:2][C:3]1[CH:8]=[CH:7][C:6]([NH2:9])=[CH:5][C:4]=1[C:10]([F:13])([F:12])[F:11].Cl.N([O-])=O.[Na+].C([O-])(=O)C.[Na+].[C:24]([O:30][CH2:31][CH3:32])(=[O:29])[CH2:25][C:26]([CH3:28])=O.[OH-].[K+].C(Cl)(=O)C. Product: [CH2:31]([O:30][C:24]([C:25]1[NH:9][C:6]2[C:7]([C:26]=1[CH3:28])=[CH:8][C:3]([O:2][CH3:1])=[C:4]([C:10]([F:11])([F:12])[F:13])[CH:5]=2)=[O:29])[CH3:32]. The catalyst class is: 97.